From a dataset of Retrosynthesis with 50K atom-mapped reactions and 10 reaction types from USPTO. Predict the reactants needed to synthesize the given product. (1) The reactants are: CON(C)C(=O)Cc1ccc2c(c1)OCO2. Given the product CC(=O)Cc1ccc2c(c1)OCO2, predict the reactants needed to synthesize it. (2) Given the product CC(C)c1nnc2c(N)cc(Br)cn12, predict the reactants needed to synthesize it. The reactants are: CC(C)c1nnc2c([N+](=O)[O-])cc(Br)cn12. (3) Given the product FC(F)(F)c1ccc(N2CCN(Cc3cn4cc(Cl)ccc4n3)CC2)nc1, predict the reactants needed to synthesize it. The reactants are: ClCc1cn2cc(Cl)ccc2n1.FC(F)(F)c1ccc(N2CCNCC2)nc1.